This data is from Forward reaction prediction with 1.9M reactions from USPTO patents (1976-2016). The task is: Predict the product of the given reaction. Given the reactants Cl.O.[Cl-].[NH4+].[Cl:5][C:6]1[C:11]([CH3:12])=[C:10]([NH:13]O)[C:9]([C:15]2[CH:20]=[C:19]([F:21])[CH:18]=[C:17]([F:22])[CH:16]=2)=[C:8]([C:23](=[O:25])[CH3:24])[CH:7]=1, predict the reaction product. The product is: [NH2:13][C:10]1[C:9]([C:15]2[CH:16]=[C:17]([F:22])[CH:18]=[C:19]([F:21])[CH:20]=2)=[C:8]([C:23](=[O:25])[CH3:24])[CH:7]=[C:6]([Cl:5])[C:11]=1[CH3:12].